This data is from Catalyst prediction with 721,799 reactions and 888 catalyst types from USPTO. The task is: Predict which catalyst facilitates the given reaction. (1) Reactant: [C:1]([O:5][C:6](=[O:16])[CH2:7]P(OCC)(OCC)=O)([CH3:4])([CH3:3])[CH3:2].[H-].[Na+].[CH2:19]([O:26][C:27]([C:29]1[S:30][C:31]([CH:35]=O)=[C:32]([CH3:34])[CH:33]=1)=[O:28])[C:20]1[CH:25]=[CH:24][CH:23]=[CH:22][CH:21]=1. Product: [C:1]([O:5][C:6](=[O:16])/[CH:7]=[CH:35]/[C:31]1[S:30][C:29]([C:27]([O:26][CH2:19][C:20]2[CH:25]=[CH:24][CH:23]=[CH:22][CH:21]=2)=[O:28])=[CH:33][C:32]=1[CH3:34])([CH3:2])([CH3:3])[CH3:4]. The catalyst class is: 7. (2) Reactant: [Br:1][C:2]1[CH:29]=[CH:28][C:5]2[N:6]([CH2:14][CH:15]3[CH2:20][CH2:19][N:18]([C:21]([O:23]C(C)(C)C)=O)[CH2:17][CH2:16]3)[C:7]([CH2:9][C:10]([CH3:13])([CH3:12])[CH3:11])=[N:8][C:4]=2[CH:3]=1.Cl[Si](C)(C)[CH3:32].C(N(CC)CC)C.C(Cl)(=O)C. Product: [Br:1][C:2]1[CH:29]=[CH:28][C:5]2[N:6]([CH2:14][CH:15]3[CH2:16][CH2:17][N:18]([C:21](=[O:23])[CH3:32])[CH2:19][CH2:20]3)[C:7]([CH2:9][C:10]([CH3:13])([CH3:11])[CH3:12])=[N:8][C:4]=2[CH:3]=1. The catalyst class is: 125. (3) Reactant: C([O:3][C:4]([C:6]1[C:15](=[O:16])[C:14]2[C:9](=[CH:10][CH:11]=[CH:12][N:13]=2)[N:8]([CH2:17][C:18]2[CH:23]=[CH:22][CH:21]=[CH:20][C:19]=2[C:24]2[CH:29]=[CH:28][CH:27]=[CH:26][CH:25]=2)[CH:7]=1)=[O:5])C.O[Li].O.Cl. Product: [C:19]1([C:24]2[CH:29]=[CH:28][CH:27]=[CH:26][CH:25]=2)[CH:20]=[CH:21][CH:22]=[CH:23][C:18]=1[CH2:17][N:8]1[C:9]2[C:14](=[N:13][CH:12]=[CH:11][CH:10]=2)[C:15](=[O:16])[C:6]([C:4]([OH:5])=[O:3])=[CH:7]1. The catalyst class is: 24. (4) Reactant: [CH:1]1([N:4]([CH2:39][C:40]2[CH:45]=[C:44]([CH2:46][CH2:47][CH2:48][O:49][CH3:50])[CH:43]=[C:42]([O:51][CH2:52][CH2:53][C:54]([CH3:60])([CH3:59])[C:55]([O:57]C)=[O:56])[CH:41]=2)[C:5]([C@@H:7]2[C@@H:12]([C:13]3[CH:18]=[CH:17][C:16]([O:19][CH2:20][CH2:21][O:22][C:23]4[C:28]([Cl:29])=[CH:27][C:26]([CH3:30])=[CH:25][C:24]=4[Cl:31])=[CH:15][CH:14]=3)[CH2:11][CH2:10][N:9]([C:32]([O:34][C:35]([CH3:38])([CH3:37])[CH3:36])=[O:33])[CH2:8]2)=[O:6])[CH2:3][CH2:2]1.[OH-].[Na+]. Product: [C:35]([O:34][C:32]([N:9]1[CH2:10][CH2:11][C@H:12]([C:13]2[CH:18]=[CH:17][C:16]([O:19][CH2:20][CH2:21][O:22][C:23]3[C:24]([Cl:31])=[CH:25][C:26]([CH3:30])=[CH:27][C:28]=3[Cl:29])=[CH:15][CH:14]=2)[C@@H:7]([C:5]([N:4]([CH2:39][C:40]2[CH:41]=[C:42]([CH:43]=[C:44]([CH2:46][CH2:47][CH2:48][O:49][CH3:50])[CH:45]=2)[O:51][CH2:52][CH2:53][C:54]([CH3:59])([CH3:60])[C:55]([OH:57])=[O:56])[CH:1]2[CH2:3][CH2:2]2)=[O:6])[CH2:8]1)=[O:33])([CH3:38])([CH3:37])[CH3:36]. The catalyst class is: 8. (5) Reactant: [CH2:1]([O:3][C:4](=[O:25])/[C:5](/[O:22][CH2:23][CH3:24])=[CH:6]/[C:7]1[CH:12]=[CH:11][C:10]([O:13]CC2C=CC=CC=2)=[CH:9][C:8]=1[CH3:21])[CH3:2]. Product: [CH2:1]([O:3][C:4](=[O:25])[CH:5]([O:22][CH2:23][CH3:24])[CH2:6][C:7]1[CH:12]=[CH:11][C:10]([OH:13])=[CH:9][C:8]=1[CH3:21])[CH3:2]. The catalyst class is: 29. (6) Reactant: [NH2:1][CH2:2][C:3]1[CH:8]=[CH:7][C:6]([NH:9][C:10]([CH:12]2[CH2:17][CH2:16][N:15]([CH2:18][C:19]3[CH:24]=[CH:23][CH:22]=[CH:21][CH:20]=3)[CH2:14][CH2:13]2)=[O:11])=[CH:5][CH:4]=1.CCN(CC)CC.[Cl:32][C:33]1[N:42]=[C:41](Cl)[C:40]2[C:35](=[CH:36][C:37]([CH3:44])=[CH:38][CH:39]=2)[N:34]=1. Product: [CH2:18]([N:15]1[CH2:14][CH2:13][CH:12]([C:10]([NH:9][C:6]2[CH:7]=[CH:8][C:3]([CH2:2][NH:1][C:41]3[C:40]4[C:35](=[CH:36][C:37]([CH3:44])=[CH:38][CH:39]=4)[N:34]=[C:33]([Cl:32])[N:42]=3)=[CH:4][CH:5]=2)=[O:11])[CH2:17][CH2:16]1)[C:19]1[CH:20]=[CH:21][CH:22]=[CH:23][CH:24]=1. The catalyst class is: 2.